This data is from Full USPTO retrosynthesis dataset with 1.9M reactions from patents (1976-2016). The task is: Predict the reactants needed to synthesize the given product. (1) Given the product [F:15][C:8]1[C:9]2[C:14](=[CH:13][CH:12]=[CH:11][CH:10]=2)[C:5]([C:3]2[N:21]3[CH2:22][CH2:23][N:19]=[C:20]3[S:24][C:2]=2[CH:16]([CH3:18])[CH3:17])=[CH:6][CH:7]=1, predict the reactants needed to synthesize it. The reactants are: Br[CH:2]([CH:16]([CH3:18])[CH3:17])[C:3]([C:5]1[C:14]2[C:9](=[CH:10][CH:11]=[CH:12][CH:13]=2)[C:8]([F:15])=[CH:7][CH:6]=1)=O.[NH:19]1[CH2:23][CH2:22][NH:21][C:20]1=[S:24].CC(O)=O. (2) The reactants are: Br[C:2]1[CH:7]=[C:6]([C:8]([F:11])([F:10])[F:9])[CH:5]=[C:4]([F:12])[CH:3]=1.[Li]CCCC.[Cl:18][C:19]1[CH:20]=[CH:21][C:22]([C:25]#[N:26])=[N:23][CH:24]=1.C[Si](Cl)(C)C.[CH:32]1([Mg]Cl)[CH2:37][CH2:36][CH2:35][CH2:34][CH2:33]1. Given the product [Cl:18][C:19]1[CH:20]=[CH:21][C:22]([C:25]([CH:32]2[CH2:37][CH2:36][CH2:35][CH2:34][CH2:33]2)([C:2]2[CH:7]=[C:6]([C:8]([F:11])([F:10])[F:9])[CH:5]=[C:4]([F:12])[CH:3]=2)[NH2:26])=[N:23][CH:24]=1, predict the reactants needed to synthesize it. (3) Given the product [Br:5][C:6]1[C:7]2[O:22][CH2:23][CH2:24][C:25](=[O:27])[C:8]=2[CH:9]=[C:10]2[C:14]=1[N:13]([C:15]1[CH:20]=[CH:19][C:18]([F:21])=[CH:17][CH:16]=1)[N:12]=[CH:11]2, predict the reactants needed to synthesize it. The reactants are: O=S(Cl)Cl.[Br:5][C:6]1[C:7]([O:22][CH2:23][CH2:24][C:25]([OH:27])=O)=[CH:8][CH:9]=[C:10]2[C:14]=1[N:13]([C:15]1[CH:20]=[CH:19][C:18]([F:21])=[CH:17][CH:16]=1)[N:12]=[CH:11]2.[Cl-].[Al+3].[Cl-].[Cl-]. (4) Given the product [O:11]=[C:4]1[CH:5]([C:8]([OH:9])=[O:10])[CH2:7][CH2:6][N:13]1[C:14]1[CH:15]=[C:16]([CH3:20])[CH:17]=[CH:18][CH:19]=1, predict the reactants needed to synthesize it. The reactants are: CC1(C)[O:9][C:8](=[O:10])[C:5]2([CH2:7][CH2:6]2)[C:4](=[O:11])O1.[NH2:13][C:14]1[CH:19]=[CH:18][CH:17]=[C:16]([CH3:20])[CH:15]=1. (5) Given the product [CH2:1]([O:8][C:9]([N:11]1[C@H:16]([CH2:17][O:18][Si:23]([C:26]([CH3:29])([CH3:28])[CH3:27])([CH3:25])[CH3:24])[C@@H:15]2[C@H:19]([O:20][CH2:31][C:32]3[CH:37]=[CH:36][CH:35]=[CH:34][CH:33]=3)[C@H:12]1[C@@H:13]([O:21][CH3:22])[O:14]2)=[O:10])[C:2]1[CH:3]=[CH:4][CH:5]=[CH:6][CH:7]=1, predict the reactants needed to synthesize it. The reactants are: [CH2:1]([O:8][C:9]([N:11]1[C@H:16]([CH2:17][OH:18])[C@@H:15]2[C@H:19]([OH:20])[C@H:12]1[C@H:13]([O:21][CH3:22])[O:14]2)=[O:10])[C:2]1[CH:7]=[CH:6][CH:5]=[CH:4][CH:3]=1.[Si:23](Cl)([C:26]([CH3:29])([CH3:28])[CH3:27])([CH3:25])[CH3:24].[C:31](Cl)(=O)[C:32]1[CH:37]=[CH:36][CH:35]=[CH:34][CH:33]=1.O. (6) Given the product [CH2:1]([C:3]1[CH:4]=[C:5]([CH:6]=[CH:7][C:8]=1[NH:9][C:10]1[N:15]=[CH:14][C:13]2[N:16]=[CH:17][N:18]([CH3:19])[C:12]=2[CH:11]=1)[O:20][CH2:28][C:29]#[N:30])[CH3:2], predict the reactants needed to synthesize it. The reactants are: [CH2:1]([C:3]1[CH:4]=[C:5]([OH:20])[CH:6]=[CH:7][C:8]=1[NH:9][C:10]1[N:15]=[CH:14][C:13]2[N:16]=[CH:17][N:18]([CH3:19])[C:12]=2[CH:11]=1)[CH3:2].C([O-])([O-])=O.[Cs+].[Cs+].Cl[CH2:28][C:29]#[N:30]. (7) Given the product [Cl:1][C:2]1[C:3]([NH:20][C:21]2[CH:30]=[CH:29][CH:28]=[CH:27][C:22]=2[C:23]([NH:25][CH3:26])=[O:24])=[N:4][C:5]([NH:8][C:9]2[CH:19]=[CH:18][C:12]3[CH2:13][CH2:14][N:15]([CH3:33])[CH2:16][CH2:17][C:11]=3[CH:10]=2)=[N:6][CH:7]=1, predict the reactants needed to synthesize it. The reactants are: [Cl:1][C:2]1[C:3]([NH:20][C:21]2[CH:30]=[CH:29][CH:28]=[CH:27][C:22]=2[C:23]([NH:25][CH3:26])=[O:24])=[N:4][C:5]([NH:8][C:9]2[CH:19]=[CH:18][C:12]3[CH2:13][CH2:14][NH:15][CH2:16][CH2:17][C:11]=3[CH:10]=2)=[N:6][CH:7]=1.C=O.[C:33]([BH3-])#N.[Na+].